From a dataset of NCI-60 drug combinations with 297,098 pairs across 59 cell lines. Regression. Given two drug SMILES strings and cell line genomic features, predict the synergy score measuring deviation from expected non-interaction effect. (1) Drug 1: C1=NC2=C(N1)C(=S)N=C(N2)N. Drug 2: CC12CCC3C(C1CCC2OP(=O)(O)O)CCC4=C3C=CC(=C4)OC(=O)N(CCCl)CCCl.[Na+]. Cell line: HCC-2998. Synergy scores: CSS=23.2, Synergy_ZIP=-5.56, Synergy_Bliss=-6.72, Synergy_Loewe=-43.8, Synergy_HSA=-7.01. (2) Drug 1: C1=CC(=CC=C1C#N)C(C2=CC=C(C=C2)C#N)N3C=NC=N3. Drug 2: CC1CCC2CC(C(=CC=CC=CC(CC(C(=O)C(C(C(=CC(C(=O)CC(OC(=O)C3CCCCN3C(=O)C(=O)C1(O2)O)C(C)CC4CCC(C(C4)OC)OCCO)C)C)O)OC)C)C)C)OC. Cell line: KM12. Synergy scores: CSS=2.57, Synergy_ZIP=-0.678, Synergy_Bliss=-0.707, Synergy_Loewe=1.08, Synergy_HSA=1.10.